This data is from NCI-60 drug combinations with 297,098 pairs across 59 cell lines. The task is: Regression. Given two drug SMILES strings and cell line genomic features, predict the synergy score measuring deviation from expected non-interaction effect. Drug 1: CNC(=O)C1=NC=CC(=C1)OC2=CC=C(C=C2)NC(=O)NC3=CC(=C(C=C3)Cl)C(F)(F)F. Drug 2: CCC1(CC2CC(C3=C(CCN(C2)C1)C4=CC=CC=C4N3)(C5=C(C=C6C(=C5)C78CCN9C7C(C=CC9)(C(C(C8N6C)(C(=O)OC)O)OC(=O)C)CC)OC)C(=O)OC)O.OS(=O)(=O)O. Cell line: ACHN. Synergy scores: CSS=12.8, Synergy_ZIP=-8.30, Synergy_Bliss=-8.69, Synergy_Loewe=-4.44, Synergy_HSA=-4.32.